From a dataset of Forward reaction prediction with 1.9M reactions from USPTO patents (1976-2016). Predict the product of the given reaction. (1) Given the reactants [F:1][C:2]1[C:7]([CH:8]=[O:9])=[CH:6][C:5]([OH:10])=[C:4]([O:11][CH3:12])[CH:3]=1.C(=O)([O-])[O-].[K+].[K+].CN(C)C=O.[CH:24]1(Br)[CH2:28][CH2:27][CH2:26][CH2:25]1, predict the reaction product. The product is: [CH:24]1([O:10][C:5]2[CH:6]=[C:7]([C:2]([F:1])=[CH:3][C:4]=2[O:11][CH3:12])[CH:8]=[O:9])[CH2:28][CH2:27][CH2:26][CH2:25]1. (2) Given the reactants [C@@H]1(N2C3N=CN=C(O)C=3N=C2)O[C@H](CO)[C@@H](O)C1.C(Br)/C=C(/CCC=C(C)C)\C.[OH:30][C@@H:31]1[C@@H:35]([CH2:36][OH:37])[O:34][C@@H:33]([N:38]2[CH:46]=[N:45][C:44]3[C:43](=[O:47])[N:42]([CH2:48]/[CH:49]=[C:50](\[CH3:62])/[CH2:51][CH2:52]/[CH:53]=[C:54](\[CH3:61])/[CH2:55]CC=C(C)C)[CH:41]=[N:40][C:39]2=3)[CH2:32]1.C(Cl)(Cl)Cl.CO, predict the reaction product. The product is: [CH3:62]/[C:50](/[CH2:51][CH2:52][CH:53]=[C:54]([CH3:61])[CH3:55])=[CH:49]\[CH2:48][N:42]1[C:43](=[O:47])[C:44]2[N:45]=[CH:46][N:38]([C@H:33]3[CH2:32][C@H:31]([OH:30])[C@@H:35]([CH2:36][OH:37])[O:34]3)[C:39]=2[N:40]=[CH:41]1. (3) Given the reactants [NH2:1][C:2]1[CH:3]=[C:4]([C:8]2[S:12][C:11]([C:13]3[CH:14]=[C:15]4[C:19](=[CH:20][CH:21]=3)[C:18](=[O:22])[N:17]([CH3:23])[CH2:16]4)=[CH:10][CH:9]=2)[CH:5]=[N:6][CH:7]=1.[N+:24]([C:27]1[CH:32]=[CH:31][C:30]([S:33](Cl)(=[O:35])=[O:34])=[CH:29][CH:28]=1)([O-:26])=[O:25], predict the reaction product. The product is: [CH3:23][N:17]1[CH2:16][C:15]2[C:19](=[CH:20][CH:21]=[C:13]([C:11]3[S:12][C:8]([C:4]4[CH:3]=[C:2]([NH:1][S:33]([C:30]5[CH:29]=[CH:28][C:27]([N+:24]([O-:26])=[O:25])=[CH:32][CH:31]=5)(=[O:34])=[O:35])[CH:7]=[N:6][CH:5]=4)=[CH:9][CH:10]=3)[CH:14]=2)[C:18]1=[O:22]. (4) Given the reactants [NH2:1][C:2]1[N:7]=[C:6]([C:8]([NH:10][CH:11]([C:13]2[CH:14]=[N:15][C:16]([O:19][CH2:20][C:21]([F:24])([F:23])[F:22])=[CH:17][CH:18]=2)[CH3:12])=[O:9])[CH:5]=[CH:4][N:3]=1.[C:25](Cl)(=[O:28])[CH2:26][CH3:27], predict the reaction product. The product is: [C:25]([NH:1][C:2]1[N:7]=[C:6]([C:8]([NH:10][CH:11]([C:13]2[CH:14]=[N:15][C:16]([O:19][CH2:20][C:21]([F:23])([F:24])[F:22])=[CH:17][CH:18]=2)[CH3:12])=[O:9])[CH:5]=[CH:4][N:3]=1)(=[O:28])[CH2:26][CH3:27]. (5) Given the reactants [ClH:1].[Cl:2][C:3]1[CH:4]=[CH:5][C:6]2[N:12]([CH2:13][C:14]([CH3:17])([CH3:16])[CH3:15])[C:11](=[O:18])[C@@H:10]([CH2:19][C:20](O)=[O:21])[O:9][C@H:8]([C:23]3[CH:28]=[CH:27][CH:26]=[C:25]([O:29][CH2:30][CH2:31][CH2:32][N:33]([CH3:43])[CH2:34][CH2:35][CH2:36][C:37]4[CH:42]=[CH:41][CH:40]=[CH:39][CH:38]=4)[C:24]=3[O:44][CH3:45])[C:7]=2[CH:46]=1.C(OC([N:54]1[CH2:59][CH2:58][NH:57][CH2:56][CH2:55]1)=O)(C)(C)C, predict the reaction product. The product is: [ClH:2].[ClH:1].[Cl:2][C:3]1[CH:4]=[CH:5][C:6]2[N:12]([CH2:13][C:14]([CH3:16])([CH3:17])[CH3:15])[C:11](=[O:18])[C@@H:10]([CH2:19][C:20](=[O:21])[N:54]3[CH2:59][CH2:58][NH:57][CH2:56][CH2:55]3)[O:9][C@H:8]([C:23]3[CH:28]=[CH:27][CH:26]=[C:25]([O:29][CH2:30][CH2:31][CH2:32][N:33]([CH3:43])[CH2:34][CH2:35][CH2:36][C:37]4[CH:42]=[CH:41][CH:40]=[CH:39][CH:38]=4)[C:24]=3[O:44][CH3:45])[C:7]=2[CH:46]=1.